This data is from Reaction yield outcomes from USPTO patents with 853,638 reactions. The task is: Predict the reaction yield, written as a fraction of the theoretical maximum amount of product (1.0 means a 100% yield; for example, 0.34 means a 34% yield). (1) The reactants are [C:1]([O:5][C:6]([N:8]1[CH2:12][C:11](=O)[CH2:10][C@H:9]1[C:14]([OH:16])=[O:15])=[O:7])([CH3:4])([CH3:3])[CH3:2].Cl.[CH3:18][O:19][NH2:20].C(N(CC)CC)C. The catalyst is C(Cl)(Cl)Cl.C(OCC)(=O)C. The product is [C:1]([O:5][C:6]([N:8]1[CH2:12][C:11](=[N:20][O:19][CH3:18])[CH2:10][C@H:9]1[C:14]([OH:16])=[O:15])=[O:7])([CH3:4])([CH3:3])[CH3:2]. The yield is 0.940. (2) The reactants are [C:1]1(C)[C:2]([S:7]([CH2:10][N+:11]#[C-:12])(=[O:9])=[O:8])=[CH:3][CH:4]=[CH:5][CH:6]=1.[H-].[Na+].Br[CH:17]([CH3:19])[CH3:18].[CH3:20]S(C)=O. The yield is 0.640. The product is [N+:11]([CH:10]([S:7]([C:2]1[CH:1]=[CH:6][C:5]([CH3:20])=[CH:4][CH:3]=1)(=[O:8])=[O:9])[CH:17]([CH3:19])[CH3:18])#[C-:12]. The catalyst is C(OCC)C. (3) The reactants are [CH2:1]([O:8][CH2:9][CH2:10][CH:11]([C:20]1[NH:21][C:22]([C:32]2[CH:41]=[CH:40][CH:39]=[C:38]3[C:33]=2[N:34]=[C:35]([NH:43][C:44]([CH3:47])([CH3:46])[CH3:45])[C:36]([CH3:42])=[N:37]3)=[CH:23][C:24]=1C(OC(C)(C)C)=O)[NH:12][C:13]([O:15]C(C)(C)C)=O)[C:2]1[CH:7]=[CH:6][CH:5]=[CH:4][CH:3]=1.C(O)(C(F)(F)F)=O.CCN(C(C)C)C(C)C.F[P-](F)(F)(F)(F)F.N1(O[P+](N2CCCC2)(N2CCCC2)N2CCCC2)C2C=CC=CC=2N=N1. The catalyst is C(Cl)Cl. The product is [CH2:1]([O:8][CH2:9][CH2:10][CH:11]1[C:20]2[NH:21][C:22]([C:32]3[CH:41]=[CH:40][CH:39]=[C:38]4[C:33]=3[N:34]=[C:35]([NH:43][C:44]([CH3:47])([CH3:46])[CH3:45])[C:36]([CH3:42])=[N:37]4)=[CH:23][C:24]=2[C:13](=[O:15])[NH:12]1)[C:2]1[CH:7]=[CH:6][CH:5]=[CH:4][CH:3]=1. The yield is 0.700. (4) The reactants are [Cl:1][C:2]1[CH:3]=[CH:4][C:5]([NH:10][C:11]2[C:16]([Cl:17])=[CH:15][N:14]=[C:13](Cl)[CH:12]=2)=[C:6]([CH:9]=1)[C:7]#[N:8].[CH3:19][C:20]1[CH:24]=[C:23]([NH2:25])[N:22]([CH:26]([CH3:28])[CH3:27])[N:21]=1.C(=O)([O-])[O-].[Cs+].[Cs+].C1C=CC(P(C2C(OC3C(P(C4C=CC=CC=4)C4C=CC=CC=4)=CC=CC=3)=CC=CC=2)C2C=CC=CC=2)=CC=1. The catalyst is O1CCOCC1.C([O-])(=O)C.[Pd+2].C([O-])(=O)C. The product is [Cl:1][C:2]1[CH:3]=[CH:4][C:5]([NH:10][C:11]2[C:16]([Cl:17])=[CH:15][N:14]=[C:13]([NH:25][C:23]3[N:22]([CH:26]([CH3:28])[CH3:27])[N:21]=[C:20]([CH3:19])[CH:24]=3)[CH:12]=2)=[C:6]([CH:9]=1)[C:7]#[N:8]. The yield is 0.351. (5) The reactants are [N+:1]([O-:4])(O)=[O:2].[N:5]1[CH:10]=[CH:9][CH:8]=[C:7]([C:11]2[CH:16]=[CH:15][C:14]([OH:17])=[CH:13][CH:12]=2)[CH:6]=1.O.[OH-].[Na+]. The catalyst is C(O)(=O)C. The product is [N+:1]([C:13]1[CH:12]=[C:11]([C:7]2[CH:6]=[N:5][CH:10]=[CH:9][CH:8]=2)[CH:16]=[CH:15][C:14]=1[OH:17])([O-:4])=[O:2]. The yield is 0.430. (6) The reactants are [CH3:1][O:2][C:3]1[CH:4]=[N:5][C:6]2[C:7](=O)[NH:8][CH:9]=[CH:10][C:11]=2[CH:12]=1.P(Cl)(Cl)([Cl:16])=O. The catalyst is C(#N)C. The product is [Cl:16][C:7]1[N:8]=[CH:9][CH:10]=[C:11]2[C:6]=1[N:5]=[CH:4][C:3]([O:2][CH3:1])=[CH:12]2. The yield is 0.603.